Dataset: Catalyst prediction with 721,799 reactions and 888 catalyst types from USPTO. Task: Predict which catalyst facilitates the given reaction. (1) Reactant: [CH3:1][O:2][C:3]1[C:4]([CH3:13])=[C:5]([CH:10]=[CH:11][CH:12]=1)[C:6]([NH:8][NH2:9])=[O:7].CCO[CH2:17][CH3:18]. Product: [CH2:6]1[C:17]2[C:18](=[CH:12][CH:3]=[CH:4][CH:13]=2)[CH2:11][CH2:10][C:5]1=[N:9][NH:8][C:6](=[O:7])[C:5]1[CH:10]=[CH:11][CH:12]=[C:3]([O:2][CH3:1])[C:4]=1[CH3:13]. The catalyst class is: 130. (2) Reactant: [F:1][C:2]1[CH:3]=[C:4]([CH2:9][C:10]([NH:12][CH:13]([CH2:17][CH2:18][CH3:19])[C:14]([OH:16])=O)=[O:11])[CH:5]=[C:6]([F:8])[CH:7]=1.[C:20]1([CH:26]([CH3:35])[CH2:27][S:28][C:29]2[S:33][C:32]([NH2:34])=[N:31][N:30]=2)[CH:25]=[CH:24][CH:23]=[CH:22][CH:21]=1.CCN=C=NCCCN(C)C.Cl.C(N(CC)CC)C. Product: [C:20]1([CH:26]([CH3:35])[CH2:27][S:28][C:29]2[S:33][C:32]([NH:34][C:14](=[O:16])[CH:13]([NH:12][C:10](=[O:11])[CH2:9][C:4]3[CH:5]=[C:6]([F:8])[CH:7]=[C:2]([F:1])[CH:3]=3)[CH2:17][CH2:18][CH3:19])=[N:31][N:30]=2)[CH:25]=[CH:24][CH:23]=[CH:22][CH:21]=1. The catalyst class is: 2. (3) Reactant: [Li+].[F:2][C:3]([F:23])([F:22])[C:4]1[N:9]=[CH:8][C:7]([N:10]2[CH2:15][CH2:14][N:13]([CH2:16][CH2:17][CH2:18][C:19]([O-:21])=O)[CH2:12][CH2:11]2)=[CH:6][CH:5]=1.F[P-](F)(F)(F)(F)F.CN(C)C(ON1C2C=CC=CC=2N=N1)=[N+](C)C.Cl.[N+:49]([C:52]1[CH:57]=[CH:56][C:55]([NH:58][CH:59]2[CH2:64][CH2:63][NH:62][CH2:61][CH2:60]2)=[CH:54][C:53]=1[C:65]([F:68])([F:67])[F:66])([O-:51])=[O:50].C(N(C(C)C)CC)(C)C.[O-2].[Al+3].[O-2].[O-2].[Al+3]. Product: [N+:49]([C:52]1[CH:57]=[CH:56][C:55]([NH:58][CH:59]2[CH2:60][CH2:61][N:62]([C:19](=[O:21])[CH2:18][CH2:17][CH2:16][N:13]3[CH2:12][CH2:11][N:10]([C:7]4[CH:8]=[N:9][C:4]([C:3]([F:2])([F:23])[F:22])=[CH:5][CH:6]=4)[CH2:15][CH2:14]3)[CH2:63][CH2:64]2)=[CH:54][C:53]=1[C:65]([F:68])([F:66])[F:67])([O-:51])=[O:50]. The catalyst class is: 213. (4) Reactant: [Cl:1][C:2]1[C:6]([Cl:7])=[C:5]([CH3:8])[NH:4][C:3]=1[C:9]([NH:11][CH:12]1[C:17]2([O:21][CH2:20][CH2:19][O:18]2)[CH2:16][N:15]([C:22]2[S:23][C:24]([C:31]([OH:33])=[O:32])=[C:25]([C:27]([NH:29][CH3:30])=[O:28])[N:26]=2)[CH2:14][CH2:13]1)=[O:10].CO.[OH-].[Na+:37]. Product: [Cl:1][C:2]1[C:6]([Cl:7])=[C:5]([CH3:8])[NH:4][C:3]=1[C:9]([NH:11][CH:12]1[C:17]2([O:21][CH2:20][CH2:19][O:18]2)[CH2:16][N:15]([C:22]2[S:23][C:24]([C:31]([O-:33])=[O:32])=[C:25]([C:27]([NH:29][CH3:30])=[O:28])[N:26]=2)[CH2:14][CH2:13]1)=[O:10].[Na+:37]. The catalyst class is: 6. (5) Product: [Cl:1][C:2]1[N:7]=[C:6]2[CH:8]=[CH:9][N:10]([C:11]([O:13][C:14]([CH3:17])([CH3:16])[CH3:15])=[O:12])[C:5]2=[CH:4][CH:3]=1. The catalyst class is: 649. Reactant: [Cl:1][C:2]1[N:7]=[C:6]2[CH:8]=[CH:9][NH:10][C:5]2=[CH:4][CH:3]=1.[C:11](O[C:11]([O:13][C:14]([CH3:17])([CH3:16])[CH3:15])=[O:12])([O:13][C:14]([CH3:17])([CH3:16])[CH3:15])=[O:12]. (6) Reactant: [CH3:1][O:2][C:3]([C:5]1[CH:9]=[C:8]([N+:10]([O-:12])=[O:11])[NH:7][N:6]=1)=[O:4].[C:13](=O)([O-])[O-].[K+].[K+].IC. Product: [CH3:1][O:2][C:3]([C:5]1[CH:9]=[C:8]([N+:10]([O-:12])=[O:11])[N:7]([CH3:13])[N:6]=1)=[O:4]. The catalyst class is: 9.